This data is from Reaction yield outcomes from USPTO patents with 853,638 reactions. The task is: Predict the reaction yield, written as a fraction of the theoretical maximum amount of product (1.0 means a 100% yield; for example, 0.34 means a 34% yield). (1) The catalyst is CN(C)C=O. The product is [Cl:13][C:14]1[N:22]=[C:21]2[C:17]([N:18]=[CH:19][N:20]2[CH3:23])=[C:9]([NH:8][C:5]2[CH:6]=[CH:7][C:2]([Cl:1])=[CH:3][CH:4]=2)[N:15]=1. The yield is 0.830. The reactants are [Cl:1][C:2]1[CH:7]=[CH:6][C:5]([NH:8][CH:9]=O)=[CH:4][CH:3]=1.[H-].[Na+].[Cl:13][C:14]1[N:22]=[C:21]2[C:17]([N:18]=[CH:19][N:20]2[CH3:23])=C(Cl)[N:15]=1.O. (2) The reactants are Br[C:2]1[CH:9]=[CH:8][C:7]([CH:10]=[O:11])=[CH:6][C:3]=1[C:4]#[N:5].[CH:12]1([B-](F)(F)F)[CH2:14][CH2:13]1.[K+].C1(P(C2CCCCC2)C2C=CC=CC=2C2C(OC(C)C)=CC=CC=2OC(C)C)CCCCC1.[O-]P([O-])([O-])=O.[K+].[K+].[K+]. The catalyst is C([O-])(=O)C.[Pd+2].C([O-])(=O)C.O.C1(C)C=CC=CC=1. The product is [CH:12]1([C:2]2[CH:9]=[CH:8][C:7]([CH:10]=[O:11])=[CH:6][C:3]=2[C:4]#[N:5])[CH2:14][CH2:13]1. The yield is 0.640. (3) The reactants are [CH3:1][C:2]1[N:10]=[C:9]([C:11]([F:14])([F:13])[F:12])[CH:8]=[CH:7][C:3]=1[C:4]([OH:6])=O.Cl.CN(C)CCCN=C=NCC.ON1C2N=CC=CC=2N=N1.[NH2:37][C:38]1[CH:39]=[CH:40][C:41]([Cl:48])=[C:42]([CH:47]=1)[C:43]([O:45][CH3:46])=[O:44]. The catalyst is CN(C)C=O.O. The product is [CH3:46][O:45][C:43](=[O:44])[C:42]1[CH:47]=[C:38]([NH:37][C:4]([C:3]2[C:2]([CH3:1])=[N:10][C:9]([C:11]([F:14])([F:13])[F:12])=[CH:8][CH:7]=2)=[O:6])[CH:39]=[CH:40][C:41]=1[Cl:48]. The yield is 0.940. (4) No catalyst specified. The product is [CH3:1][O:2][CH:3]([O:31][CH3:32])[C:4]1[CH:9]=[CH:8][C:7]([CH:10]2[NH:11][C:12]3[C:17]4[C:18](=[N:34][NH:35][C:27](=[O:29])[C:16]=4[CH:15]=[CH:14][CH:13]=3)[CH:19]2[C:20]2[CH:25]=[CH:24][CH:23]=[CH:22][CH:21]=2)=[CH:6][CH:5]=1. The yield is 0.780. The reactants are [CH3:1][O:2][CH:3]([O:31][CH3:32])[C:4]1[CH:9]=[CH:8][C:7]([CH:10]2[CH:19]([C:20]3[CH:25]=[CH:24][CH:23]=[CH:22][CH:21]=3)[C:18](=O)[C:17]3[C:16]([C:27]([O:29]C)=O)=[CH:15][CH:14]=[CH:13][C:12]=3[NH:11]2)=[CH:6][CH:5]=1.O.[NH2:34][NH2:35]. (5) The reactants are P(Cl)(Cl)([Cl:3])=O.[N+:6]1([O-])[CH:11]=[CH:10][CH:9]=[C:8]2[CH2:12][CH2:13][CH:14]([C:15]([O:17][CH3:18])=[O:16])[C:7]=12.O. The catalyst is CN(C=O)C.C(Cl)(Cl)Cl. The product is [Cl:3][C:11]1[N:6]=[C:7]2[CH:14]([C:15]([O:17][CH3:18])=[O:16])[CH2:13][CH2:12][C:8]2=[CH:9][CH:10]=1. The yield is 0.250. (6) The reactants are [Cl:1][C:2]1[N:7]=[C:6](Cl)[CH:5]=[CH:4][N:3]=1.[CH2:9]([NH2:16])[C:10]1[CH:15]=[CH:14][CH:13]=[CH:12][CH:11]=1.CCN(C(C)C)C(C)C.CO. The catalyst is C1COCC1.C(Cl)Cl. The product is [CH2:9]([NH:16][C:6]1[CH:5]=[CH:4][N:3]=[C:2]([Cl:1])[N:7]=1)[C:10]1[CH:15]=[CH:14][CH:13]=[CH:12][CH:11]=1. The yield is 0.540. (7) The reactants are [CH3:1][O:2][C:3]1[CH:8]=[CH:7][C:6]([C:9](=O)[C:10]2[CH:15]=[CH:14][CH:13]=[CH:12][CH:11]=2)=[CH:5][CH:4]=1. The catalyst is C1COCC1.Cl[Ti](Cl)(Cl)Cl.[Al+3].[Cl-].[Cl-].[Cl-].[Zn]. The product is [CH3:1][O:2][C:3]1[CH:8]=[CH:7][C:6]([C:9]([C:10]2[CH:15]=[CH:14][CH:13]=[CH:12][CH:11]=2)=[C:9]([C:6]2[CH:5]=[CH:4][C:3]([O:2][CH3:1])=[CH:8][CH:7]=2)[C:10]2[CH:11]=[CH:12][CH:13]=[CH:14][CH:15]=2)=[CH:5][CH:4]=1. The yield is 0.910.